From a dataset of Full USPTO retrosynthesis dataset with 1.9M reactions from patents (1976-2016). Predict the reactants needed to synthesize the given product. Given the product [Cl:1][C:2]1[N:3]([CH2:13][C:11]([OH:12])([CH3:10])[CH2:14][N:15]2[CH2:21][CH2:20][CH2:19][N:18]([C:22]([O:24][C:25]([CH3:28])([CH3:27])[CH3:26])=[O:23])[CH2:17][CH2:16]2)[CH:4]=[C:5]([N+:7]([O-:9])=[O:8])[N:6]=1, predict the reactants needed to synthesize it. The reactants are: [Cl:1][C:2]1[NH:3][CH:4]=[C:5]([N+:7]([O-:9])=[O:8])[N:6]=1.[CH3:10][C:11]1([CH2:14][N:15]2[CH2:21][CH2:20][CH2:19][N:18]([C:22]([O:24][C:25]([CH3:28])([CH3:27])[CH3:26])=[O:23])[CH2:17][CH2:16]2)[CH2:13][O:12]1.C([O-])(=O)C.[Na+].